From a dataset of Forward reaction prediction with 1.9M reactions from USPTO patents (1976-2016). Predict the product of the given reaction. (1) Given the reactants [NH2:1][N:2]1[N:11]=[C:10]([C:12]([F:15])([F:14])[F:13])[C:9]2[C:4](=[CH:5][CH:6]=[CH:7][CH:8]=2)[C:3]1=[O:16].N1C=CC=CC=1.[S:23]1[CH:27]=[CH:26][C:25]([CH2:28][C:29](Cl)=[O:30])=[CH:24]1, predict the reaction product. The product is: [O:16]=[C:3]1[C:4]2[C:9](=[CH:8][CH:7]=[CH:6][CH:5]=2)[C:10]([C:12]([F:15])([F:13])[F:14])=[N:11][N:2]1[NH:1][C:29](=[O:30])[CH2:28][C:25]1[CH:26]=[CH:27][S:23][CH:24]=1. (2) Given the reactants [NH2:1][C:2]1[CH:3]=[CH:4][C:5]([C:8]2[N:9]=[C:10]([C:13]3[CH:18]=[C:17]([Br:19])[CH:16]=[CH:15][C:14]=3[OH:20])[NH:11][N:12]=2)=[N:6][CH:7]=1.C(N(CC)CC)C.[C:28](OC(=O)C)(=[O:30])[CH3:29], predict the reaction product. The product is: [Br:19][C:17]1[CH:16]=[CH:15][C:14]([OH:20])=[C:13]([C:10]2[NH:11][N:12]=[C:8]([C:5]3[N:6]=[CH:7][C:2]([NH:1][C:28](=[O:30])[CH3:29])=[CH:3][CH:4]=3)[N:9]=2)[CH:18]=1. (3) Given the reactants [ClH:1].[Br:2][C:3]1[CH:4]=[CH:5][C:6]([S:11][CH3:12])=[C:7]([CH2:9][NH2:10])[CH:8]=1.C(N(CC)CC)C.C(OC(OC(C)(C)C)=O)(OC(C)(C)C)=[O:21].[OH2:35], predict the reaction product. The product is: [ClH:1].[Br:2][C:3]1[CH:4]=[CH:5][C:6]([S:11]([CH3:12])(=[O:21])=[O:35])=[C:7]([CH2:9][NH2:10])[CH:8]=1. (4) Given the reactants Cl[CH2:2][C:3]1[S:4][CH:5]=[CH:6][CH:7]=1.[P:8](OCC)([O:13][CH2:14][CH3:15])([O:10][CH2:11][CH3:12])=[O:9], predict the reaction product. The product is: [S:4]1[CH:5]=[CH:6][CH:7]=[C:3]1[CH2:2][P:8](=[O:9])([O:13][CH2:14][CH3:15])[O:10][CH2:11][CH3:12]. (5) The product is: [C:11]([C:9]1[N:10]=[C:6]([C:4]([OH:5])=[O:3])[O:7][C:8]=1[CH3:15])([CH3:14])([CH3:12])[CH3:13]. Given the reactants C([O:3][C:4]([C:6]1[O:7][C:8]([CH3:15])=[C:9]([C:11]([CH3:14])([CH3:13])[CH3:12])[N:10]=1)=[O:5])C.[OH-].[Na+].Cl, predict the reaction product. (6) The product is: [CH3:42]/[C:41](/[O-:43])=[CH:40]/[C:37]([CH3:38])=[O:39].[OH:43][CH:41]([CH3:42])[CH2:40][C:37](=[O:39])[CH3:38]. Given the reactants C=CC1C=CC=CC=1.C1(C#C)C=CC=CC=1.C(C1C=CC=CC=1)C.C1CCCCC=1.C=CCCCC.[C:37]([CH2:40][C:41](=[O:43])[CH3:42])(=[O:39])[CH3:38], predict the reaction product. (7) Given the reactants [NH2:1][C:2]1[CH:7]=[CH:6][C:5]([N:8]2[CH2:12][CH2:11][C@@H:10]([N:13]([CH3:15])[CH3:14])[CH2:9]2)=[CH:4][CH:3]=1.C(N(CC)CC)C.[Br:23][C:24]1[S:28][C:27]([C:29](Cl)=[O:30])=[C:26]([CH2:32][CH2:33][Cl:34])[CH:25]=1, predict the reaction product. The product is: [CH3:14][N:13]([CH3:15])[C@@H:10]1[CH2:11][CH2:12][N:8]([C:5]2[CH:6]=[CH:7][C:2]([NH:1][C:29]([C:27]3[S:28][C:24]([Br:23])=[CH:25][C:26]=3[CH2:32][CH2:33][Cl:34])=[O:30])=[CH:3][CH:4]=2)[CH2:9]1. (8) Given the reactants Cl.[CH3:2][N:3]1[CH:7]=[C:6]([NH2:8])[N:5]=[CH:4]1.[Cl:9][C:10]1[N:11]=[C:12](Cl)[C:13]2[CH2:19][N:18]([C:20]([O:22][C:23]([CH3:26])([CH3:25])[CH3:24])=[O:21])[CH2:17][CH2:16][C:14]=2[N:15]=1, predict the reaction product. The product is: [Cl:9][C:10]1[N:11]=[C:12]([NH:8][C:6]2[N:5]=[CH:4][N:3]([CH3:2])[CH:7]=2)[C:13]2[CH2:19][N:18]([C:20]([O:22][C:23]([CH3:26])([CH3:25])[CH3:24])=[O:21])[CH2:17][CH2:16][C:14]=2[N:15]=1. (9) Given the reactants C([O:3][C:4]([C@@H:6]1[CH2:15][C@@H:14]2[C@@H:9]([CH2:10][CH2:11][C@H:12]([O:16][C:17]3[CH:22]=[CH:21][C:20]([Cl:23])=[CH:19][C:18]=3[C:24]([O:26]CC)=[O:25])[CH2:13]2)[CH2:8][N:7]1C(OC(C)(C)C)=O)=[O:5])C.Cl, predict the reaction product. The product is: [ClH:23].[C:24]([C:18]1[CH:19]=[C:20]([Cl:23])[CH:21]=[CH:22][C:17]=1[O:16][C@H:12]1[CH2:11][CH2:10][C@@H:9]2[C@@H:14]([CH2:15][C@@H:6]([C:4]([OH:5])=[O:3])[NH:7][CH2:8]2)[CH2:13]1)([OH:26])=[O:25]. (10) Given the reactants [Si:1]([O:8][CH2:9][CH:10]([O:33][CH2:34][C:35](N(OC)C)=[O:36])[CH2:11][N:12]1[C:20]([C:21]2[CH:26]=[CH:25][CH:24]=[C:23]([C:27]#[N:28])[CH:22]=2)=[C:19]2[C:14]([N:15]([CH3:32])[C:16](=[O:31])[N:17]([CH3:30])[C:18]2=[O:29])=[CH:13]1)([C:4]([CH3:7])([CH3:6])[CH3:5])([CH3:3])[CH3:2].Br[C:42]1[S:43][CH:44]=[C:45]([Cl:47])[N:46]=1, predict the reaction product. The product is: [Si:1]([O:8][CH2:9][CH:10]([O:33][CH2:34][C:35]([C:42]1[S:43][CH:44]=[C:45]([Cl:47])[N:46]=1)=[O:36])[CH2:11][N:12]1[C:20]([C:21]2[CH:22]=[C:23]([CH:24]=[CH:25][CH:26]=2)[C:27]#[N:28])=[C:19]2[C:14]([N:15]([CH3:32])[C:16](=[O:31])[N:17]([CH3:30])[C:18]2=[O:29])=[CH:13]1)([C:4]([CH3:6])([CH3:7])[CH3:5])([CH3:2])[CH3:3].